Dataset: Reaction yield outcomes from USPTO patents with 853,638 reactions. Task: Predict the reaction yield, written as a fraction of the theoretical maximum amount of product (1.0 means a 100% yield; for example, 0.34 means a 34% yield). (1) The reactants are [CH2:1]([O:3][C:4]([CH:6]1[CH2:10][CH2:9][CH2:8][C:7]1=O)=[O:5])[CH3:2].[CH2:12]([NH2:19])[C:13]1[CH:18]=[CH:17][CH:16]=[CH:15][CH:14]=1.C([BH3-])#N.[Na+]. The catalyst is C(O)C.C(O)(=O)C. The product is [CH2:1]([O:3][C:4]([CH:6]1[CH2:10][CH2:9][CH2:8][CH:7]1[NH:19][CH2:12][C:13]1[CH:18]=[CH:17][CH:16]=[CH:15][CH:14]=1)=[O:5])[CH3:2]. The yield is 0.442. (2) The reactants are [N+:1]([C:4]1[CH:5]=[C:6]([C:10]2[CH2:11][CH2:12][NH:13][CH2:14][CH:15]=2)[CH:7]=[CH:8][CH:9]=1)([O-:3])=[O:2].Br[CH2:17][CH2:18][CH2:19][NH:20][C:21](=[O:27])[O:22][C:23]([CH3:26])([CH3:25])[CH3:24].C([O-])([O-])=O.[K+].[K+].C(N(C(C)C)CC)(C)C. The catalyst is [I-].C([N+](CCCC)(CCCC)CCCC)CCC.O1CCOCC1. The product is [N+:1]([C:4]1[CH:5]=[C:6]([C:10]2[CH2:15][CH2:14][N:13]([CH2:17][CH2:18][CH2:19][NH:20][C:21](=[O:27])[O:22][C:23]([CH3:26])([CH3:25])[CH3:24])[CH2:12][CH:11]=2)[CH:7]=[CH:8][CH:9]=1)([O-:3])=[O:2]. The yield is 0.857. (3) The reactants are N1C=CN=C1.[CH3:6][C:7]([Si:10](Cl)([CH3:12])[CH3:11])([CH3:9])[CH3:8].[CH2:14]([C:16]1[O:17][C:18]([CH2:21][CH2:22][OH:23])=[CH:19][CH:20]=1)[CH3:15]. The yield is 0.803. The product is [C:7]([Si:10]([O:23][CH2:22][CH2:21][C:18]1[O:17][C:16]([CH2:14][CH3:15])=[CH:20][CH:19]=1)([CH3:12])[CH3:11])([CH3:9])([CH3:8])[CH3:6]. The catalyst is CN(C=O)C.C(OCC)C. (4) The catalyst is C(O)(C)C. The product is [C:1]([C:5]1[O:9][N:8]=[C:7]([NH:10][C:11]([NH:13][C:14]2[CH:19]=[CH:18][CH:17]=[C:16]([S:20][C:41]3[C:50]4[C:45](=[CH:46][C:47]([O:53][CH2:54][CH3:55])=[C:48]([O:51][CH3:52])[CH:49]=4)[N:44]=[CH:43][N:42]=3)[CH:15]=2)=[O:12])[CH:6]=1)([CH3:4])([CH3:2])[CH3:3]. The reactants are [C:1]([C:5]1[O:9][N:8]=[C:7]([NH:10][C:11]([NH:13][C:14]2[CH:19]=[CH:18][CH:17]=[C:16]([SH:20])[CH:15]=2)=[O:12])[CH:6]=1)([CH3:4])([CH3:3])[CH3:2].C(C1ON=C(NC(NC2C=CC=C(O[C:41]3[C:50]4[C:45](=[CH:46][C:47]([O:53][CH2:54][CH3:55])=[C:48]([O:51][CH3:52])[CH:49]=4)[N:44]=[CH:43][N:42]=3)C=2)=O)C=1)(C)(C)C.C([O-])([O-])=O.[Cs+].[Cs+]. The yield is 0.480. (5) The reactants are [C:1]([O:4][CH2:5][C:6]([CH3:19])([CH3:18])[CH2:7][O:8][C:9]1[CH:14]=[CH:13][CH:12]=[C:11]([NH2:15])[C:10]=1[C:16]#[N:17])(=[O:3])[CH3:2].[S:20](Cl)(=[O:23])(=[O:22])[NH2:21]. No catalyst specified. The product is [C:1]([O:4][CH2:5][C:6]([CH3:19])([CH3:18])[CH2:7][O:8][C:9]1[CH:14]=[CH:13][CH:12]=[C:11]([NH:15][S:20](=[O:23])(=[O:22])[NH2:21])[C:10]=1[C:16]#[N:17])(=[O:3])[CH3:2]. The yield is 0.600. (6) The reactants are [O:1]([C:8]1[C:14]([CH3:15])=[CH:13][C:11]([NH2:12])=[C:10]([CH3:16])[CH:9]=1)[C:2]1[CH:7]=[CH:6][CH:5]=[CH:4][CH:3]=1.CO[CH:19](OC)[N:20]([CH2:22][CH3:23])[CH3:21]. The catalyst is C1(C)C=CC=CC=1.CO. The product is [CH2:22]([N:20]([CH3:21])[CH:19]=[N:12][C:11]1[CH:13]=[C:14]([CH3:15])[C:8]([O:1][C:2]2[CH:3]=[CH:4][CH:5]=[CH:6][CH:7]=2)=[CH:9][C:10]=1[CH3:16])[CH3:23]. The yield is 0.966. (7) The reactants are Cl[C:2]1[CH:11]=[C:10]2[C:5]([C:6]([C:12]3[CH:17]=[CH:16][C:15]([C:18]([F:21])([F:20])[F:19])=[CH:14][C:13]=3[O:22][CH3:23])=[CH:7][N:8]=[N:9]2)=[CH:4][CH:3]=1.CC1(C)C2C(=C(P(C3C=CC=CC=3)C3C=CC=CC=3)C=CC=2)OC2C(P(C3C=CC=CC=3)C3C=CC=CC=3)=CC=CC1=2.O1CCOCC1.[CH2:72]([SH:79])[C:73]1[CH:78]=[CH:77][CH:76]=[CH:75][CH:74]=1. The catalyst is C1C=CC(/C=C/C(/C=C/C2C=CC=CC=2)=O)=CC=1.C1C=CC(/C=C/C(/C=C/C2C=CC=CC=2)=O)=CC=1.C1C=CC(/C=C/C(/C=C/C2C=CC=CC=2)=O)=CC=1.[Pd].[Pd]. The product is [CH2:72]([S:79][C:2]1[CH:11]=[C:10]2[C:5]([C:6]([C:12]3[CH:17]=[CH:16][C:15]([C:18]([F:21])([F:20])[F:19])=[CH:14][C:13]=3[O:22][CH3:23])=[CH:7][N:8]=[N:9]2)=[CH:4][CH:3]=1)[C:73]1[CH:78]=[CH:77][CH:76]=[CH:75][CH:74]=1. The yield is 0.780. (8) The reactants are [NH:1]1[C:9]2[C:4](=[CH:5][C:6]([CH2:10][CH:11]([NH:15][C:16]([N:18]3[CH2:23][CH2:22][CH:21]([N:24]4[CH2:33][C:32]5[C:27](=[CH:28][CH:29]=[CH:30][CH:31]=5)[NH:26][C:25]4=[O:34])[CH2:20][CH2:19]3)=[O:17])[C:12](O)=[O:13])=[CH:7][CH:8]=2)[CH:3]=[N:2]1.C(N(CC)C(C)C)(C)C.[O:44]1[C:48]2([CH2:53][CH2:52][NH:51][CH2:50][CH2:49]2)[O:47][CH2:46][CH2:45]1.C1CN([P+](ON2N=NC3C=CC=CC2=3)(N2CCCC2)N2CCCC2)CC1.F[P-](F)(F)(F)(F)F. The catalyst is CN(C)C=O.C(Cl)Cl. The product is [O:44]1[C:48]2([CH2:53][CH2:52][N:51]([C:12](=[O:13])[CH:11]([NH:15][C:16]([N:18]3[CH2:23][CH2:22][CH:21]([N:24]4[CH2:33][C:32]5[C:27](=[CH:28][CH:29]=[CH:30][CH:31]=5)[NH:26][C:25]4=[O:34])[CH2:20][CH2:19]3)=[O:17])[CH2:10][C:6]3[CH:7]=[C:8]4[C:3](=[CH:4][CH:5]=3)[NH:2][N:1]=[CH:9]4)[CH2:50][CH2:49]2)[O:47][CH2:46][CH2:45]1. The yield is 0.560.